Dataset: NCI-60 drug combinations with 297,098 pairs across 59 cell lines. Task: Regression. Given two drug SMILES strings and cell line genomic features, predict the synergy score measuring deviation from expected non-interaction effect. (1) Drug 1: CC(C1=C(C=CC(=C1Cl)F)Cl)OC2=C(N=CC(=C2)C3=CN(N=C3)C4CCNCC4)N. Drug 2: CN1C2=C(C=C(C=C2)N(CCCl)CCCl)N=C1CCCC(=O)O.Cl. Cell line: LOX IMVI. Synergy scores: CSS=31.1, Synergy_ZIP=-2.98, Synergy_Bliss=5.06, Synergy_Loewe=8.01, Synergy_HSA=8.24. (2) Drug 1: CC1=C(C=C(C=C1)C(=O)NC2=CC(=CC(=C2)C(F)(F)F)N3C=C(N=C3)C)NC4=NC=CC(=N4)C5=CN=CC=C5. Drug 2: CC(C)NC(=O)C1=CC=C(C=C1)CNNC.Cl. Cell line: UACC62. Synergy scores: CSS=0.0990, Synergy_ZIP=-1.20, Synergy_Bliss=-1.92, Synergy_Loewe=-5.81, Synergy_HSA=-3.21. (3) Drug 1: C1=NC2=C(N1)C(=S)N=C(N2)N. Drug 2: C1C(C(OC1N2C=C(C(=O)NC2=O)F)CO)O. Cell line: MDA-MB-435. Synergy scores: CSS=11.2, Synergy_ZIP=-10.0, Synergy_Bliss=-11.1, Synergy_Loewe=-10.6, Synergy_HSA=-8.92. (4) Cell line: NCIH23. Drug 2: C1CC(C1)(C(=O)O)C(=O)O.[NH2-].[NH2-].[Pt+2]. Drug 1: C1=CC(=CC=C1CCCC(=O)O)N(CCCl)CCCl. Synergy scores: CSS=73.6, Synergy_ZIP=-3.49, Synergy_Bliss=-5.06, Synergy_Loewe=-4.85, Synergy_HSA=0.813. (5) Synergy scores: CSS=43.4, Synergy_ZIP=-3.18, Synergy_Bliss=0.785, Synergy_Loewe=0.832, Synergy_HSA=1.13. Cell line: BT-549. Drug 2: N.N.Cl[Pt+2]Cl. Drug 1: C1=NC2=C(N=C(N=C2N1C3C(C(C(O3)CO)O)F)Cl)N. (6) Drug 1: COC1=C(C=C2C(=C1)N=CN=C2NC3=CC(=C(C=C3)F)Cl)OCCCN4CCOCC4. Drug 2: CC1=C2C(C(=O)C3(C(CC4C(C3C(C(C2(C)C)(CC1OC(=O)C(C(C5=CC=CC=C5)NC(=O)OC(C)(C)C)O)O)OC(=O)C6=CC=CC=C6)(CO4)OC(=O)C)O)C)O. Cell line: RPMI-8226. Synergy scores: CSS=76.2, Synergy_ZIP=6.18, Synergy_Bliss=8.90, Synergy_Loewe=-17.0, Synergy_HSA=9.67. (7) Synergy scores: CSS=6.52, Synergy_ZIP=-3.70, Synergy_Bliss=0.694, Synergy_Loewe=-4.44, Synergy_HSA=-1.89. Drug 1: C1CN1P(=S)(N2CC2)N3CC3. Cell line: MCF7. Drug 2: CC1=C(C=C(C=C1)C(=O)NC2=CC(=CC(=C2)C(F)(F)F)N3C=C(N=C3)C)NC4=NC=CC(=N4)C5=CN=CC=C5. (8) Drug 1: CC1=C(C(CCC1)(C)C)C=CC(=CC=CC(=CC(=O)O)C)C. Drug 2: CC1=C(C=C(C=C1)NC(=O)C2=CC=C(C=C2)CN3CCN(CC3)C)NC4=NC=CC(=N4)C5=CN=CC=C5. Cell line: HCC-2998. Synergy scores: CSS=-5.57, Synergy_ZIP=7.44, Synergy_Bliss=5.54, Synergy_Loewe=-4.93, Synergy_HSA=-3.16.